Predict which catalyst facilitates the given reaction. From a dataset of Catalyst prediction with 721,799 reactions and 888 catalyst types from USPTO. (1) Reactant: [Cl:1][C:2]1[CH:7]=[CH:6][C:5]([S:8][C:9]2[C:10]([C:20]3[CH:25]=[CH:24][C:23]([C:26](=[O:28])[CH3:27])=[CH:22][CH:21]=3)=[N:11][N:12]([C:14]3[CH:19]=[CH:18][CH:17]=[CH:16][CH:15]=3)[CH:13]=2)=[CH:4][CH:3]=1.[CH3:29][Mg]Br. Product: [Cl:1][C:2]1[CH:7]=[CH:6][C:5]([S:8][C:9]2[C:10]([C:20]3[CH:21]=[CH:22][C:23]([C:26]([OH:28])([CH3:29])[CH3:27])=[CH:24][CH:25]=3)=[N:11][N:12]([C:14]3[CH:19]=[CH:18][CH:17]=[CH:16][CH:15]=3)[CH:13]=2)=[CH:4][CH:3]=1. The catalyst class is: 1. (2) Reactant: [NH2:1][CH2:2][CH2:3][N:4]1[CH:8]=[CH:7][NH:6][C:5]1=[O:9].[Br:10][C:11]1[C:16]2[S:17][C:18]([C:20]3[C:25]([F:26])=[CH:24][N:23]=[C:22](Cl)[N:21]=3)=[CH:19][C:15]=2[CH:14]=[CH:13][CH:12]=1. Product: [Br:10][C:11]1[C:16]2[S:17][C:18]([C:20]3[C:25]([F:26])=[CH:24][N:23]=[C:22]([NH:1][CH2:2][CH2:3][N:4]4[CH2:8][CH2:7][NH:6][C:5]4=[O:9])[N:21]=3)=[CH:19][C:15]=2[CH:14]=[CH:13][CH:12]=1. The catalyst class is: 12. (3) Reactant: [NH2:1][C:2]1[CH:7]=[CH:6][C:5]([C:8]2([C:11]([O-:13])=[O:12])[CH2:10][CH2:9]2)=[CH:4][C:3]=1[C:14]#[C:15][Si](C)(C)C.[CH3:20]N(C=O)C. Product: [NH:1]1[C:2]2[C:3](=[CH:4][C:5]([C:8]3([C:11]([O:13][CH3:20])=[O:12])[CH2:10][CH2:9]3)=[CH:6][CH:7]=2)[CH:14]=[CH:15]1. The catalyst class is: 205. (4) Reactant: Br[C:2]1[N:7]2[N:8]=[C:9]([CH2:14][CH3:15])[C:10]([N+:11]([O-:13])=[O:12])=[C:6]2[CH:5]=[CH:4][CH:3]=1.[Cl:16][C:17]1[CH:22]=[C:21]([O:23][CH3:24])[CH:20]=[CH:19][C:18]=1OB(O)O.O.O.O.O.O.O.O.O.[OH-].[Ba+2].[OH-].C(OCC)(=O)C. Product: [Cl:16][C:17]1[CH:22]=[C:21]([O:23][CH3:24])[CH:20]=[CH:19][C:18]=1[C:2]1[N:7]2[N:8]=[C:9]([CH2:14][CH3:15])[C:10]([N+:11]([O-:13])=[O:12])=[C:6]2[CH:5]=[CH:4][CH:3]=1. The catalyst class is: 108. (5) Reactant: C(=O)([O-])[O-].[Cs+].[Cs+].[OH:7][C:8]1[C:17]([O:18][CH:19]([CH3:21])[CH3:20])=[CH:16][CH:15]=[CH:14][C:9]=1[C:10]([O:12][CH3:13])=[O:11].[CH2:22](Br)[CH:23]=[CH2:24].O. Product: [CH3:20][CH:19]([O:18][C:17]1[C:8]([O:7][CH2:24][CH:23]=[CH2:22])=[C:9]([CH:14]=[CH:15][CH:16]=1)[C:10]([O:12][CH3:13])=[O:11])[CH3:21]. The catalyst class is: 9. (6) Reactant: [C:1]([C:5]1[CH:10]=[CH:9][C:8]([C:11]2[S:12][CH:13]=[C:14]([CH:20]=[O:21])[C:15]=2[O:16][CH2:17][O:18][CH3:19])=[CH:7][CH:6]=1)([CH3:4])([CH3:3])[CH3:2].C(OCC)C.[CH:27]([Mg]Br)([CH3:29])[CH3:28].[Cl-].[NH4+]. Product: [C:1]([C:5]1[CH:10]=[CH:9][C:8]([C:11]2[S:12][CH:13]=[C:14]([CH:20]([OH:21])[CH:27]([CH3:29])[CH3:28])[C:15]=2[O:16][CH2:17][O:18][CH3:19])=[CH:7][CH:6]=1)([CH3:4])([CH3:2])[CH3:3]. The catalyst class is: 1. (7) The catalyst class is: 43. Reactant: [C:1]([O:5][C:6]([N:8]1[CH2:13][CH2:12][CH:11]([O:14][C:15]2[C:20]([CH3:21])=[CH:19][C:18]([N+:22]([O-])=O)=[CH:17][C:16]=2[C:25](=[O:27])[NH2:26])[CH2:10][CH2:9]1)=[O:7])([CH3:4])([CH3:3])[CH3:2]. Product: [C:1]([O:5][C:6]([N:8]1[CH2:9][CH2:10][CH:11]([O:14][C:15]2[C:20]([CH3:21])=[CH:19][C:18]([NH2:22])=[CH:17][C:16]=2[C:25](=[O:27])[NH2:26])[CH2:12][CH2:13]1)=[O:7])([CH3:4])([CH3:2])[CH3:3]. (8) Reactant: [Cl:1][C:2]1[N:10]=[C:9]2[C:5]([NH:6][CH:7]=[N:8]2)=[C:4](Cl)[N:3]=1.[CH:12]1([NH2:18])[CH2:17][CH2:16][CH2:15][CH2:14][CH2:13]1. Product: [Cl:1][C:2]1[N:10]=[C:9]2[C:5]([N:6]=[CH:7][NH:8]2)=[C:4]([NH:18][CH:12]2[CH2:17][CH2:16][CH2:15][CH2:14][CH2:13]2)[N:3]=1. The catalyst class is: 10. (9) Reactant: C([O:8][C:9]1[CH:10]=[C:11]([CH:16]=[CH:17][C:18]=1[CH2:19][N:20]1[CH2:25][CH2:24][O:23][CH2:22][CH2:21]1)[C:12]([O:14][CH3:15])=[O:13])C1C=CC=CC=1. Product: [OH:8][C:9]1[CH:10]=[C:11]([CH:16]=[CH:17][C:18]=1[CH2:19][N:20]1[CH2:21][CH2:22][O:23][CH2:24][CH2:25]1)[C:12]([O:14][CH3:15])=[O:13]. The catalyst class is: 19.